This data is from Full USPTO retrosynthesis dataset with 1.9M reactions from patents (1976-2016). The task is: Predict the reactants needed to synthesize the given product. (1) Given the product [CH2:25]([O:24][C:22]([N:19]1[CH2:18][CH2:17][C:14]2([N:13]([C:32]3[CH:37]=[CH:36][CH:35]=[CH:34][CH:33]=3)[CH2:12][N:11]([C:6]3[CH:7]=[CH:8][CH:9]=[CH:10][C:5]=3[C:3]([OH:4])=[O:2])[C:15]2=[O:16])[CH2:21][CH2:20]1)=[O:23])[C:26]1[CH:31]=[CH:30][CH:29]=[CH:28][CH:27]=1, predict the reactants needed to synthesize it. The reactants are: C[O:2][C:3]([C:5]1[CH:10]=[CH:9][CH:8]=[CH:7][C:6]=1[N:11]1[C:15](=[O:16])[C:14]2([CH2:21][CH2:20][N:19]([C:22]([O:24][CH2:25][C:26]3[CH:31]=[CH:30][CH:29]=[CH:28][CH:27]=3)=[O:23])[CH2:18][CH2:17]2)[N:13]([C:32]2[CH:37]=[CH:36][CH:35]=[CH:34][CH:33]=2)[CH2:12]1)=[O:4].[OH-].[Li+].CO.O. (2) Given the product [Br:10][CH2:8][C:7]([C:5]1[S:6][C:2]([Br:1])=[CH:3][CH:4]=1)=[O:9], predict the reactants needed to synthesize it. The reactants are: [Br:1][C:2]1[S:6][C:5]([C:7](=[O:9])[CH3:8])=[CH:4][CH:3]=1.[Br:10]Br.